This data is from Full USPTO retrosynthesis dataset with 1.9M reactions from patents (1976-2016). The task is: Predict the reactants needed to synthesize the given product. (1) Given the product [C:1]([O:5][CH:6]([C:11]1[C:12]([C:21]2[CH:26]=[CH:25][C:24]([CH3:27])=[CH:23][CH:22]=2)=[C:13]2[CH:20]=[CH:19][N:18]([CH2:29][C:30]3[CH:35]=[CH:34][C:33]([F:36])=[C:32]([C:37]([F:40])([F:38])[F:39])[CH:31]=3)[C:14]2=[N:15][C:16]=1[CH3:17])[C:7]([OH:9])=[O:8])([CH3:3])([CH3:2])[CH3:4], predict the reactants needed to synthesize it. The reactants are: [C:1]([O:5][CH:6]([C:11]1[C:12]([C:21]2[CH:26]=[CH:25][C:24]([CH3:27])=[CH:23][CH:22]=2)=[C:13]2[CH:20]=[CH:19][NH:18][C:14]2=[N:15][C:16]=1[CH3:17])[C:7]([O:9]C)=[O:8])([CH3:4])([CH3:3])[CH3:2].Br[CH2:29][C:30]1[CH:35]=[CH:34][C:33]([F:36])=[C:32]([C:37]([F:40])([F:39])[F:38])[CH:31]=1. (2) Given the product [NH2:8][C:4]1[N:5]=[CH:6][N:7]=[C:2]([NH:15][C@H:16]([C:19]2[N:28]([CH:29]3[CH2:30][CH2:31]3)[C:27](=[O:32])[C:26]3[C:21](=[CH:22][CH:23]=[CH:24][C:25]=3[Cl:33])[N:20]=2)[CH2:17][CH3:18])[C:3]=1[C:9]1[O:10][C:11]([CH3:14])=[N:12][N:13]=1, predict the reactants needed to synthesize it. The reactants are: Cl[C:2]1[N:7]=[CH:6][N:5]=[C:4]([NH2:8])[C:3]=1[C:9]1[O:10][C:11]([CH3:14])=[N:12][N:13]=1.[NH2:15][C@H:16]([C:19]1[N:28]([CH:29]2[CH2:31][CH2:30]2)[C:27](=[O:32])[C:26]2[C:21](=[CH:22][CH:23]=[CH:24][C:25]=2[Cl:33])[N:20]=1)[CH2:17][CH3:18].CCN(C(C)C)C(C)C. (3) The reactants are: Cl[CH:2]1[NH:6][C:5]2=[C:7]([C:12]([O:14][CH3:15])=[O:13])[CH:8]=[CH:9][C:10]([F:11])=[C:4]2[O:3]1.[N+:16](C1C=CC=CC=1O)([O-])=O.C([O-])([O-])=O.[K+].[K+]. Given the product [NH2:16][C:2]1[O:3][C:4]2[C:5](=[C:7]([C:12]([O:14][CH3:15])=[O:13])[CH:8]=[CH:9][C:10]=2[F:11])[N:6]=1, predict the reactants needed to synthesize it. (4) Given the product [I-:15].[CH2:13]([N+:8]1[C:7]2[CH:12]=[C:3]([O:2][CH3:1])[CH:4]=[CH:5][C:6]=2[S:10][C:9]=1[CH3:11])[CH3:14], predict the reactants needed to synthesize it. The reactants are: [CH3:1][O:2][C:3]1[CH:4]=[CH:5][C:6]2[S:10][C:9]([CH3:11])=[N:8][C:7]=2[CH:12]=1.[CH2:13]([I:15])[CH3:14]. (5) Given the product [Si:34]([O:29][C@@H:22]([CH2:21][CH2:20][CH2:19][O:18][Si:1]([C:14]([CH3:17])([CH3:16])[CH3:15])([C:8]1[CH:13]=[CH:12][CH:11]=[CH:10][CH:9]=1)[C:2]1[CH:3]=[CH:4][CH:5]=[CH:6][CH:7]=1)[CH2:23][C:24](=[CH2:28])[C:25](=[O:27])[CH3:26])([C:31]([CH3:33])([CH3:32])[CH3:30])([CH3:36])[CH3:35], predict the reactants needed to synthesize it. The reactants are: [Si:1]([O:18][CH2:19][CH2:20][CH2:21][C@H:22]([OH:29])[CH2:23][C:24](=[CH2:28])[C:25](=[O:27])[CH3:26])([C:14]([CH3:17])([CH3:16])[CH3:15])([C:8]1[CH:13]=[CH:12][CH:11]=[CH:10][CH:9]=1)[C:2]1[CH:7]=[CH:6][CH:5]=[CH:4][CH:3]=1.[CH3:30][C:31]([Si:34](Cl)([CH3:36])[CH3:35])([CH3:33])[CH3:32].N1C=CN=C1. (6) Given the product [CH3:12][N:14]1[CH2:19][CH2:18][O:17][CH2:16][CH:15]1[CH2:20][OH:21], predict the reactants needed to synthesize it. The reactants are: [H-].[H-].[H-].[H-].[Li+].[Al+3].C(O[C:12]([N:14]1[CH2:19][CH2:18][O:17][CH2:16][CH:15]1[CH2:20][OH:21])=O)(C)(C)C. (7) Given the product [CH3:1][O:2][C:3]1[CH:23]=[CH:22][C:21]([O:24][CH3:25])=[CH:20][C:4]=1[CH2:5][CH:6]1[C:15]2[C:10](=[C:11]([O:18][CH3:19])[CH:12]=[CH:13][C:14]=2[O:16][CH3:17])[CH2:9][CH2:8][N:7]1[CH2:27][C:28]([NH:31][CH:32]1[CH2:40][C:39]2[C:34](=[CH:35][CH:36]=[CH:37][CH:38]=2)[CH2:33]1)=[O:29], predict the reactants needed to synthesize it. The reactants are: [CH3:1][O:2][C:3]1[CH:23]=[CH:22][C:21]([O:24][CH3:25])=[CH:20][C:4]=1[CH2:5][CH:6]1[C:15]2[C:10](=[C:11]([O:18][CH3:19])[CH:12]=[CH:13][C:14]=2[O:16][CH3:17])[CH2:9][CH2:8][NH:7]1.Br[CH2:27][C:28](Br)=[O:29].[NH2:31][CH:32]1[CH2:40][C:39]2[C:34](=[CH:35][CH:36]=[CH:37][CH:38]=2)[CH2:33]1. (8) Given the product [CH2:21]([O:20][C:18]([CH:15]1[CH2:16][CH2:17][N:12]([C:7]2[CH:6]=[CH:5][C:4]3[C:9](=[CH:10][CH:11]=[C:2]([Cl:1])[C:3]=3[C:23]([NH:35][CH2:34][CH2:33][C:28]3[CH:29]=[CH:30][CH:31]=[CH:32][C:27]=3[CH3:26])=[O:24])[N:8]=2)[CH2:13][CH2:14]1)=[O:19])[CH3:22], predict the reactants needed to synthesize it. The reactants are: [Cl:1][C:2]1[CH:11]=[CH:10][C:9]2[N:8]=[C:7]([N:12]3[CH2:17][CH2:16][CH:15]([C:18]([O:20][CH2:21][CH3:22])=[O:19])[CH2:14][CH2:13]3)[CH:6]=[CH:5][C:4]=2[C:3]=1[C:23](O)=[O:24].[CH3:26][C:27]1[CH:32]=[CH:31][CH:30]=[CH:29][C:28]=1[CH2:33][CH2:34][NH2:35]. (9) Given the product [Cl:25][C:4]1[CH:3]=[C:2]([O:1][S:26]([C:29]([F:32])([F:31])[F:30])(=[O:28])=[O:27])[CH:23]=[C:22]([Cl:24])[C:5]=1[CH2:6][C@@H:7]1[CH2:11][CH2:10][N:9]([C@@H:12]2[CH2:20][CH2:19][C:18]3[C:14](=[CH:15][N:16]([S:26]([C:29]([F:32])([F:31])[F:30])(=[O:28])=[O:27])[N:17]=3)[CH2:13]2)[C:8]1=[O:21], predict the reactants needed to synthesize it. The reactants are: [OH:1][C:2]1[CH:23]=[C:22]([Cl:24])[C:5]([CH2:6][C@@H:7]2[CH2:11][CH2:10][N:9]([C@@H:12]3[CH2:20][CH2:19][C:18]4[C:14](=[CH:15][NH:16][N:17]=4)[CH2:13]3)[C:8]2=[O:21])=[C:4]([Cl:25])[CH:3]=1.[S:26](O[S:26]([C:29]([F:32])([F:31])[F:30])(=[O:28])=[O:27])([C:29]([F:32])([F:31])[F:30])(=[O:28])=[O:27]. (10) Given the product [CH:16]1([NH:15][CH2:14][C@@H:10]2[C@@H:11]([CH3:13])[CH2:12][NH:8][CH2:9]2)[CH2:17][CH2:18]1.[F:19][C:20]([F:25])([F:24])[C:21]([O-:23])=[O:22], predict the reactants needed to synthesize it. The reactants are: C([N:8]1[CH2:12][C@H:11]([CH3:13])[C@@H:10]([CH2:14][NH:15][CH:16]2[CH2:18][CH2:17]2)[CH2:9]1)C1C=CC=CC=1.[F:19][C:20]([F:25])([F:24])[C:21]([OH:23])=[O:22].